Dataset: Forward reaction prediction with 1.9M reactions from USPTO patents (1976-2016). Task: Predict the product of the given reaction. (1) Given the reactants C([Li])CCC.C(NC(C)C)(C)C.[C:13]([O:16][C:17]([CH3:20])([CH3:19])[CH3:18])(=[O:15])[CH3:14].Br[CH2:22][C:23]1[C:24]([Cl:37])=[N:25][C:26]([Cl:36])=[CH:27][C:28]=1[C:29]1[CH:34]=[CH:33][CH:32]=[CH:31][C:30]=1[Cl:35], predict the reaction product. The product is: [Cl:37][C:24]1[C:23]([CH2:22][CH2:14][C:13]([O:16][C:17]([CH3:20])([CH3:19])[CH3:18])=[O:15])=[C:28]([C:29]2[CH:34]=[CH:33][CH:32]=[CH:31][C:30]=2[Cl:35])[CH:27]=[C:26]([Cl:36])[N:25]=1. (2) Given the reactants [Cl:1][C:2]1[CH:10]=[CH:9][C:8]([C:11]2[N:12]([C:22]([O:24][C:25]([CH3:28])([CH3:27])[CH3:26])=[O:23])[C:13]3[C:18]([CH:19]=2)=[CH:17][C:16]([CH:20]=O)=[CH:15][CH:14]=3)=[C:7]2[C:3]=1[CH2:4][NH:5][C:6]2=[O:29].[NH2:30][CH2:31][CH2:32][N:33]1[CH2:38][CH2:37][O:36][CH2:35][CH2:34]1.C(O)(=O)C.C(O[BH-](OC(=O)C)OC(=O)C)(=O)C.[Na+].C(=O)([O-])[O-].[Na+].[Na+], predict the reaction product. The product is: [Cl:1][C:2]1[CH:10]=[CH:9][C:8]([C:11]2[N:12]([C:22]([O:24][C:25]([CH3:27])([CH3:26])[CH3:28])=[O:23])[C:13]3[C:18]([CH:19]=2)=[CH:17][C:16]([CH2:20][NH:30][CH2:31][CH2:32][N:33]2[CH2:38][CH2:37][O:36][CH2:35][CH2:34]2)=[CH:15][CH:14]=3)=[C:7]2[C:3]=1[CH2:4][NH:5][C:6]2=[O:29]. (3) The product is: [CH2:10]([O:17][C:18]([N:20]1[CH2:24][CH2:23][CH2:22][CH:21]1[C:25]([NH:6][C:5]([NH2:7])=[N:4][C:1](=[O:3])[CH3:2])=[S:26])=[O:19])[C:11]1[CH:12]=[CH:13][CH:14]=[CH:15][CH:16]=1. Given the reactants [C:1]([NH:4][C:5]([NH2:7])=[NH:6])(=[O:3])[CH3:2].[H-].[Na+].[CH2:10]([O:17][C:18]([N:20]1[CH2:24][CH2:23][CH2:22][CH:21]1[C:25](OCC)=[S:26])=[O:19])[C:11]1[CH:16]=[CH:15][CH:14]=[CH:13][CH:12]=1, predict the reaction product.